Task: Predict the product of the given reaction.. Dataset: Forward reaction prediction with 1.9M reactions from USPTO patents (1976-2016) (1) Given the reactants Cl[C:2]1[C:3]2[N:10]=[C:9]([NH:11][C:12]3[C:17]([Cl:18])=[CH:16][CH:15]=[CH:14][C:13]=3[Cl:19])[S:8][C:4]=2[N:5]=[CH:6][N:7]=1.[F:20][C:21]([F:30])([F:29])[C:22]1[CH:27]=[CH:26][C:25]([NH2:28])=[CH:24][CH:23]=1.C1(C)C=CC(S(O)(=O)=O)=CC=1, predict the reaction product. The product is: [Cl:19][C:13]1[CH:14]=[CH:15][CH:16]=[C:17]([Cl:18])[C:12]=1[NH:11][C:9]1[S:8][C:4]2[N:5]=[CH:6][N:7]=[C:2]([NH:28][C:25]3[CH:26]=[CH:27][C:22]([C:21]([F:20])([F:29])[F:30])=[CH:23][CH:24]=3)[C:3]=2[N:10]=1. (2) The product is: [F:1][C:2]1[CH:3]=[C:4]([CH2:8][CH2:9][C:10]2[O:15][C:14]([C:16]3[CH:21]=[CH:20][N:19]=[C:18]([NH:22][C:23](=[O:29])[O:24][C:25]([CH3:28])([CH3:27])[CH3:26])[CH:17]=3)=[N:13][N:12]=2)[CH:5]=[CH:6][CH:7]=1. Given the reactants [F:1][C:2]1[CH:3]=[C:4]([CH2:8][CH2:9][C:10]([NH:12][NH:13][C:14]([C:16]2[CH:21]=[CH:20][N:19]=[C:18]([NH:22][C:23](=[O:29])[O:24][C:25]([CH3:28])([CH3:27])[CH3:26])[CH:17]=2)=[O:15])=O)[CH:5]=[CH:6][CH:7]=1.C1(C)C=CC(S(Cl)(=O)=O)=CC=1.C(N(CC)CC)C, predict the reaction product. (3) Given the reactants CC(C)(C)C(OC[N:7]1[CH:11]=[CH:10][C:9]([C:12]2[CH:13]=[C:14]([C:18]3[CH:23]=[CH:22][C:21]([CH:24]=[O:25])=[CH:20][CH:19]=3)[CH:15]=[CH:16][CH:17]=2)=[N:8]1)=O.[OH-].[Na+].CC(O)=O, predict the reaction product. The product is: [NH:7]1[CH:11]=[CH:10][C:9]([C:12]2[CH:13]=[C:14]([C:18]3[CH:23]=[CH:22][C:21]([CH:24]=[O:25])=[CH:20][CH:19]=3)[CH:15]=[CH:16][CH:17]=2)=[N:8]1. (4) Given the reactants C1(P(C2C=CC=CC=2)C2C=CC=CC=2)C=CC=CC=1.BrN1C(=O)CCC1=O.[Cl:28][C:29]1[CH:30]=[C:31]([C@@H:39]([CH2:43][CH:44]2[CH2:48][CH2:47][CH2:46][CH2:45]2)[C:40]([OH:42])=O)[CH:32]=[CH:33][C:34]=1[S:35]([CH3:38])(=[O:37])=[O:36].[CH3:49][N:50]1[CH:54]=[CH:53][C:52]([NH2:55])=[N:51]1.N1C=CC=CC=1, predict the reaction product. The product is: [Cl:28][C:29]1[CH:30]=[C:31]([C@@H:39]([CH2:43][CH:44]2[CH2:48][CH2:47][CH2:46][CH2:45]2)[C:40]([NH:55][C:52]2[CH:53]=[CH:54][N:50]([CH3:49])[N:51]=2)=[O:42])[CH:32]=[CH:33][C:34]=1[S:35]([CH3:38])(=[O:36])=[O:37]. (5) Given the reactants [Cl:1][C:2]1[C:7]([Cl:8])=[C:6]([O:9][C:10]2[CH:15]=[CH:14][N:13]=[C:12](Cl)[N:11]=2)[CH:5]=[CH:4][C:3]=1[NH:17][C:18]([NH:20][C:21]1[N:25]([C:26]2[CH:31]=[CH:30][C:29]([CH3:32])=[CH:28][CH:27]=2)[N:24]=[C:23]([CH:33]([CH3:35])[CH3:34])[CH:22]=1)=[O:19].[CH3:36][O:37][C:38]1[CH:39]=[C:40]([CH:42]=[C:43]([O:45][CH2:46][CH2:47][N:48]2[CH2:53][CH2:52][O:51][CH2:50][CH2:49]2)[CH:44]=1)[NH2:41].C([O-])(O)=O.[Na+], predict the reaction product. The product is: [Cl:1][C:2]1[C:7]([Cl:8])=[C:6]([O:9][C:10]2[CH:15]=[CH:14][N:13]=[C:12]([NH:41][C:40]3[CH:42]=[C:43]([O:45][CH2:46][CH2:47][N:48]4[CH2:53][CH2:52][O:51][CH2:50][CH2:49]4)[CH:44]=[C:38]([O:37][CH3:36])[CH:39]=3)[N:11]=2)[CH:5]=[CH:4][C:3]=1[NH:17][C:18]([NH:20][C:21]1[N:25]([C:26]2[CH:27]=[CH:28][C:29]([CH3:32])=[CH:30][CH:31]=2)[N:24]=[C:23]([CH:33]([CH3:34])[CH3:35])[CH:22]=1)=[O:19]. (6) Given the reactants [NH2:1][C@H:2]([C:9]([NH2:11])=[O:10])[CH2:3][O:4][C:5]([CH3:8])([CH3:7])[CH3:6].[NH:12]([C:40]([O:42][CH2:43][CH:44]1[C:56]2[C:51](=[CH:52][CH:53]=[CH:54][CH:55]=2)[C:50]2[C:45]1=[CH:46][CH:47]=[CH:48][CH:49]=2)=[O:41])[C@H:13]([C:37](O)=[O:38])[CH2:14][C:15](=[O:36])[NH:16][C:17]([C:30]1[CH:35]=[CH:34][CH:33]=[CH:32][CH:31]=1)([C:24]1[CH:29]=[CH:28][CH:27]=[CH:26][CH:25]=1)[C:18]1[CH:23]=[CH:22][CH:21]=[CH:20][CH:19]=1.C1CN([P+](ON2N=NC3C=CC=CC2=3)(N2CCCC2)N2CCCC2)CC1.F[P-](F)(F)(F)(F)F, predict the reaction product. The product is: [NH:12]([C:40]([O:42][CH2:43][CH:44]1[C:56]2[C:51](=[CH:52][CH:53]=[CH:54][CH:55]=2)[C:50]2[C:45]1=[CH:46][CH:47]=[CH:48][CH:49]=2)=[O:41])[C@H:13]([C:37]([NH:1][C@H:2]([C:9]([NH2:11])=[O:10])[CH2:3][O:4][C:5]([CH3:8])([CH3:6])[CH3:7])=[O:38])[CH2:14][C:15](=[O:36])[NH:16][C:17]([C:18]1[CH:23]=[CH:22][CH:21]=[CH:20][CH:19]=1)([C:30]1[CH:35]=[CH:34][CH:33]=[CH:32][CH:31]=1)[C:24]1[CH:25]=[CH:26][CH:27]=[CH:28][CH:29]=1. (7) Given the reactants [H-].[H-].[H-].[H-].[Li+].[Al+3].[CH3:7][O:8][C:9]1[CH:23]=[CH:22][C:12]2[C:13]([C:16](=[O:21])[C:17](OC)=[O:18])=[CH:14][O:15][C:11]=2[CH:10]=1.[NH4+].[Cl-], predict the reaction product. The product is: [CH3:7][O:8][C:9]1[CH:23]=[CH:22][C:12]2[C:13]([CH:16]([OH:21])[CH2:17][OH:18])=[CH:14][O:15][C:11]=2[CH:10]=1. (8) Given the reactants C(OC(=O)C)(=O)C.[C:8]([O:12][C:13]([C:15]1[C:23]2[C:18](=[CH:19][CH:20]=[CH:21][CH:22]=2)[N:17]([CH2:24][CH:25]([OH:42])[CH2:26][O:27][C:28]2[CH:33]=[CH:32][C:31]([CH2:34][CH2:35][CH2:36][CH2:37][CH2:38][CH2:39][CH2:40][CH3:41])=[CH:30][CH:29]=2)[CH:16]=1)=[O:14])([CH3:11])([CH3:10])[CH3:9].C(=O)([O-])O.[Na+].[Na+].[Cl-], predict the reaction product. The product is: [C:8]([O:12][C:13]([C:15]1[C:23]2[C:18](=[CH:19][CH:20]=[CH:21][CH:22]=2)[N:17]([CH2:24][C:25](=[O:42])[CH2:26][O:27][C:28]2[CH:33]=[CH:32][C:31]([CH2:34][CH2:35][CH2:36][CH2:37][CH2:38][CH2:39][CH2:40][CH3:41])=[CH:30][CH:29]=2)[CH:16]=1)=[O:14])([CH3:11])([CH3:10])[CH3:9].